Predict the reaction yield, written as a fraction of the theoretical maximum amount of product (1.0 means a 100% yield; for example, 0.34 means a 34% yield). From a dataset of Reaction yield outcomes from USPTO patents with 853,638 reactions. (1) The reactants are [N:1]#[C:2]Br.[Br:4][C:5]1[CH:10]=[CH:9][C:8]([NH:11][C:12]2[C:13]([C:21]([NH:23][NH2:24])=[O:22])=[CH:14][N:15]([CH3:20])[C:16](=[O:19])[C:17]=2[F:18])=[C:7]([F:25])[CH:6]=1.C([O-])(O)=O.[Na+]. The catalyst is O1CCOCC1.O. The product is [NH2:1][C:2]1[O:22][C:21]([C:13]2[C:12]([NH:11][C:8]3[CH:9]=[CH:10][C:5]([Br:4])=[CH:6][C:7]=3[F:25])=[C:17]([F:18])[C:16](=[O:19])[N:15]([CH3:20])[CH:14]=2)=[N:23][N:24]=1. The yield is 0.890. (2) The reactants are [CH3:1][O:2][C:3]1[CH:4]=[C:5]2[C:10](=[CH:11][C:12]=1[O:13][CH3:14])[N:9]=[CH:8][CH:7]=[C:6]2[O:15][C:16]1[CH:22]=[CH:21][C:19]([NH2:20])=[CH:18][CH:17]=1.ClC(Cl)(O[C:27](=[O:33])OC(Cl)(Cl)Cl)Cl.[NH2:35][N:36]1[CH2:42][CH2:41][CH2:40][CH2:39][CH2:38][CH2:37]1.C(=O)(O)[O-].[Na+]. The catalyst is C(Cl)Cl.C(N(CC)CC)C.C1(C)C=CC=CC=1. The product is [CH3:1][O:2][C:3]1[CH:4]=[C:5]2[C:10](=[CH:11][C:12]=1[O:13][CH3:14])[N:9]=[CH:8][CH:7]=[C:6]2[O:15][C:16]1[CH:22]=[CH:21][C:19]([NH:20][C:27]([NH:35][N:36]2[CH2:42][CH2:41][CH2:40][CH2:39][CH2:38][CH2:37]2)=[O:33])=[CH:18][CH:17]=1. The yield is 0.470. (3) The reactants are [Cl:1][C:2]1[C:7]([C:8](Cl)=[O:9])=[C:6]([Cl:11])[N:5]=[CH:4][N:3]=1.[OH:12]/[N:13]=[C:14](\[NH2:16])/[CH3:15].CCN(C(C)C)C(C)C. The catalyst is C(Cl)Cl.O. The product is [Cl:1][C:2]1[C:7]([C:8]([O:12]/[N:13]=[C:14](/[NH2:16])\[CH3:15])=[O:9])=[C:6]([Cl:11])[N:5]=[CH:4][N:3]=1. The yield is 0.575. (4) The reactants are [C:1]1(=O)[CH2:6][CH2:5][CH2:4][CH2:3][CH2:2]1.[C:8]1([CH:14]([C:16]2[CH:21]=[CH:20][CH:19]=[CH:18][CH:17]=2)[NH2:15])[CH:13]=[CH:12][CH:11]=[CH:10][CH:9]=1.[BH-](OC(C)=O)(OC(C)=O)OC(C)=O.[Na+].C([O-])(O)=O.[Na+]. The catalyst is C1COCC1.CCOCC. The product is [CH:14]([NH:15][CH:1]1[CH2:6][CH2:5][CH2:4][CH2:3][CH2:2]1)([C:8]1[CH:9]=[CH:10][CH:11]=[CH:12][CH:13]=1)[C:16]1[CH:17]=[CH:18][CH:19]=[CH:20][CH:21]=1. The yield is 0.610. (5) The reactants are [C@@H:1]1([NH:10][C:11]2[C:12]3[CH:19]=[CH:18][N:17]([C@@H:20]4[CH2:24][C@@H:23]([CH2:25][OH:26])[C@@H:22]([OH:27])[C@H:21]4[OH:28])[C:13]=3[N:14]=[CH:15][N:16]=2)[C:9]2[C:4](=[CH:5][CH:6]=[CH:7][CH:8]=2)[CH2:3][CH2:2]1.CO[C:31](OC)([CH3:33])[CH3:32].O.C1(C)C=CC(S(O)(=O)=O)=CC=1. The catalyst is CC(C)=O. The product is [C@@H:1]1([NH:10][C:11]2[C:12]3[CH:19]=[CH:18][N:17]([C@H:20]4[C@@H:21]5[O:28][C:31]([CH3:33])([CH3:32])[O:27][C@@H:22]5[C@H:23]([CH2:25][OH:26])[CH2:24]4)[C:13]=3[N:14]=[CH:15][N:16]=2)[C:9]2[C:4](=[CH:5][CH:6]=[CH:7][CH:8]=2)[CH2:3][CH2:2]1. The yield is 0.700.